Dataset: Forward reaction prediction with 1.9M reactions from USPTO patents (1976-2016). Task: Predict the product of the given reaction. (1) Given the reactants [Cl:1][C:2]1[CH:3]=[CH:4][C:5]([OH:13])=[C:6]2[C:11]=1[N:10]=[C:9]([CH3:12])[CH:8]=[CH:7]2.C(N(CC)C(C)C)(C)C.[F:23][C:24]([F:37])([F:36])[S:25](O[S:25]([C:24]([F:37])([F:36])[F:23])(=[O:27])=[O:26])(=[O:27])=[O:26].[NH4+].[Cl-], predict the reaction product. The product is: [F:23][C:24]([F:37])([F:36])[S:25]([O:13][C:5]1[CH:4]=[CH:3][C:2]([Cl:1])=[C:11]2[C:6]=1[CH:7]=[CH:8][C:9]([CH3:12])=[N:10]2)(=[O:27])=[O:26]. (2) Given the reactants [C:1]([NH:9][C:10]([N:12]1[C:16]2([C:30]3[CH:35]=[C:34]([Br:36])[CH:33]=[CH:32][C:31]=3[F:37])[CH2:17][N:18]([C:20]([O:22][CH2:23][C:24]3[CH:29]=[CH:28][CH:27]=[CH:26][CH:25]=3)=[O:21])[CH2:19][CH:15]2[CH2:14][O:13]1)=[S:11])(=[O:8])[C:2]1[CH:7]=[CH:6][CH:5]=[CH:4][CH:3]=1, predict the reaction product. The product is: [C:1]([NH:9][C:10]([NH:12][C:16]1([C:30]2[CH:35]=[C:34]([Br:36])[CH:33]=[CH:32][C:31]=2[F:37])[CH:15]([CH2:14][OH:13])[CH2:19][N:18]([C:20]([O:22][CH2:23][C:24]2[CH:25]=[CH:26][CH:27]=[CH:28][CH:29]=2)=[O:21])[CH2:17]1)=[S:11])(=[O:8])[C:2]1[CH:7]=[CH:6][CH:5]=[CH:4][CH:3]=1. (3) Given the reactants CCN=C=N[CH2:6][CH2:7][CH2:8]N(C)C.[Cl:12][C:13]1[CH:14]=[CH:15][C:16]2[NH:20][C:19](=[O:21])[N:18]([CH:22]([C:26]3[CH:31]=[CH:30][CH:29]=[CH:28][CH:27]=3)[C:23]([OH:25])=O)[C:17]=2[CH:32]=1.C1C=CC2N(O)N=NC=2C=1.[N:43]1[CH:48]=[CH:47][C:46]([N:49]2[CH2:54][CH2:53][NH:52][CH2:51][CH2:50]2)=[CH:45][CH:44]=1.[CH2:55](N(C(C)C)C(C)C)C.[C:64](=[O:67])([O-])[O-:65].[K+].[K+], predict the reaction product. The product is: [Cl:12][C:13]1[CH:14]=[CH:15][C:16]2[NH:20][C:19](=[O:21])[N:18]([CH:22]([C:26]3[CH:27]=[CH:28][CH:29]=[CH:30][CH:31]=3)[C:23]([N:52]3[CH2:51][CH2:50][N:49]([CH:46]4[CH2:47][CH2:48][N:43]([C:64]([O:65][C:7]([CH3:8])([CH3:55])[CH3:6])=[O:67])[CH2:44][CH2:45]4)[CH2:54][CH2:53]3)=[O:25])[C:17]=2[CH:32]=1. (4) Given the reactants [OH:1][C:2]1[CH:3]=[C:4]([C:10]2[O:11][CH:12]=[C:13]([CH2:15][CH2:16][C:17]([C:19]3[C:24]([CH3:25])=[CH:23][CH:22]=[CH:21][N:20]=3)=[O:18])[N:14]=2)[CH:5]=[CH:6][C:7]=1[O:8][CH3:9].C(=O)([O-])[O-].[K+].[K+].[F:32][C:33]([F:37])([F:36])[CH2:34]I.O, predict the reaction product. The product is: [CH3:9][O:8][C:7]1[CH:6]=[CH:5][C:4]([C:10]2[O:11][CH:12]=[C:13]([CH2:15][CH2:16][C:17]([C:19]3[C:24]([CH3:25])=[CH:23][CH:22]=[CH:21][N:20]=3)=[O:18])[N:14]=2)=[CH:3][C:2]=1[O:1][CH2:34][C:33]([F:37])([F:36])[F:32].